This data is from Reaction yield outcomes from USPTO patents with 853,638 reactions. The task is: Predict the reaction yield, written as a fraction of the theoretical maximum amount of product (1.0 means a 100% yield; for example, 0.34 means a 34% yield). The reactants are [CH3:1][N:2]1[C:10]2[CH:9]=[C:8]([N:11]3[CH:16]=[CH:15][C:14]([C:17]4[CH:18]=[N:19][C:20]([CH3:23])=[CH:21][CH:22]=4)=[CH:13][C:12]3=[O:24])[CH:7]=[CH:6][C:5]=2[C:4]2[CH2:25][N:26](C(OC(C)(C)C)=O)[CH2:27][CH2:28][C:3]1=2.C1(N)C(F)=C(F)C(F)=C(N)C=1F.[ClH:48].Cl. No catalyst specified. The product is [ClH:48].[ClH:48].[CH3:1][N:2]1[C:10]2[CH:9]=[C:8]([N:11]3[CH:16]=[CH:15][C:14]([C:17]4[CH:18]=[N:19][C:20]([CH3:23])=[CH:21][CH:22]=4)=[CH:13][C:12]3=[O:24])[CH:7]=[CH:6][C:5]=2[C:4]2[CH2:25][NH:26][CH2:27][CH2:28][C:3]1=2. The yield is 0.290.